Task: Predict which catalyst facilitates the given reaction.. Dataset: Catalyst prediction with 721,799 reactions and 888 catalyst types from USPTO (1) Reactant: [CH:1]1([O:6][C:7]2[CH:14]=[CH:13][C:10]([CH:11]=[O:12])=[C:9]([OH:15])[CH:8]=2)[CH2:5][CH2:4][CH2:3][CH2:2]1.N1C=CC=CC=1.[O:22](S(C(F)(F)F)(=O)=O)[S:23]([C:26]([F:29])([F:28])[F:27])(=O)=[O:24].Cl. Product: [F:27][C:26]([F:29])([F:28])[S:23]([O:15][C:9]1[CH:8]=[C:7]([O:6][CH:1]2[CH2:2][CH2:3][CH2:4][CH2:5]2)[CH:14]=[CH:13][C:10]=1[CH:11]=[O:12])(=[O:24])=[O:22]. The catalyst class is: 4. (2) Reactant: [NH2:1][C:2]1[CH:12]=[CH:11][C:5]([C:6]([O:8][CH2:9][CH3:10])=[O:7])=[CH:4][CH:3]=1.C(N(CC)CC)C.FC(F)(F)S(O[Si:26]([CH3:29])([CH3:28])[CH3:27])(=O)=O. Product: [CH3:27][Si:26]([N:1]([Si:26]([CH3:29])([CH3:28])[CH3:27])[C:2]1[CH:3]=[CH:4][C:5]([C:6]([O:8][CH2:9][CH3:10])=[O:7])=[CH:11][CH:12]=1)([CH3:29])[CH3:28]. The catalyst class is: 11. (3) Reactant: C(O)(C(F)(F)F)=O.[F:8][C:9]1([F:46])[CH2:11][CH:10]1[C:12]([NH:14][C:15]1[CH:16]=[C:17]2[C:21](=[CH:22][CH:23]=1)[N:20](C1CCCCO1)[N:19]=[C:18]2[C:30]1[NH:34][C:33]2[CH:35]=[CH:36][C:37]([N:39]3[CH2:44][CH2:43][CH:42]([CH3:45])[CH2:41][CH2:40]3)=[CH:38][C:32]=2[N:31]=1)=[O:13]. Product: [F:46][C:9]1([F:8])[CH2:11][CH:10]1[C:12]([NH:14][C:15]1[CH:16]=[C:17]2[C:21](=[CH:22][CH:23]=1)[NH:20][N:19]=[C:18]2[C:30]1[NH:34][C:33]2[CH:35]=[CH:36][C:37]([N:39]3[CH2:40][CH2:41][CH:42]([CH3:45])[CH2:43][CH2:44]3)=[CH:38][C:32]=2[N:31]=1)=[O:13]. The catalyst class is: 2.